From a dataset of Reaction yield outcomes from USPTO patents with 853,638 reactions. Predict the reaction yield, written as a fraction of the theoretical maximum amount of product (1.0 means a 100% yield; for example, 0.34 means a 34% yield). (1) The reactants are [OH-].[Na+].C[O:4][C:5](=[O:25])[CH2:6][CH2:7][CH2:8][CH2:9][CH2:10][CH2:11][C:12]1[S:13][C:14]([C:17]2[CH:22]=[C:21]([Cl:23])[CH:20]=[CH:19][C:18]=2[OH:24])=[CH:15][N:16]=1. The catalyst is O.CO. The product is [Cl:23][C:21]1[CH:20]=[CH:19][C:18]([OH:24])=[C:17]([C:14]2[S:13][C:12]([CH2:11][CH2:10][CH2:9][CH2:8][CH2:7][CH2:6][C:5]([OH:25])=[O:4])=[N:16][CH:15]=2)[CH:22]=1. The yield is 0.950. (2) The reactants are Br[C:2]1[C:10]2[C:9]([NH:11][CH:12]3[CH2:17][CH2:16][CH:15]([N:18]([CH3:20])[CH3:19])[CH2:14][CH2:13]3)=[N:8][CH:7]=[N:6][C:5]=2[S:4][C:3]=1[CH3:21].[O:22]1[C:26]2[CH:27]=[CH:28][CH:29]=[CH:30][C:25]=2[CH:24]=[C:23]1B(O)O.C(=O)([O-])[O-].[Na+].[Na+].C1C=CC(P(C2C=CC=CC=2)C2C=CC=CC=2)=CC=1. The catalyst is C1(C)C=CC=CC=1.CC([O-])=O.CC([O-])=O.[Pd+2].O. The product is [O:22]1[C:26]2[CH:27]=[CH:28][CH:29]=[CH:30][C:25]=2[CH:24]=[C:23]1[C:2]1[C:10]2[C:9]([NH:11][CH:12]3[CH2:17][CH2:16][CH:15]([N:18]([CH3:20])[CH3:19])[CH2:14][CH2:13]3)=[N:8][CH:7]=[N:6][C:5]=2[S:4][C:3]=1[CH3:21]. The yield is 0.360. (3) The reactants are [Cl-].Cl.[CH2:3]([N:10]([CH2:14][C:15]1[N:16]=[CH:17][NH:18][C:19]=1[C:20]([O:22][CH3:23])=[O:21])[CH2:11][CH2:12]Cl)[C:4]1[CH:9]=[CH:8][CH:7]=[CH:6][CH:5]=1. The catalyst is C(#N)C. The product is [CH2:3]([N:10]1[CH2:11][CH2:12][N:16]2[CH:17]=[N:18][C:19]([C:20]([O:22][CH3:23])=[O:21])=[C:15]2[CH2:14]1)[C:4]1[CH:9]=[CH:8][CH:7]=[CH:6][CH:5]=1. The yield is 0.660. (4) The reactants are [Cl-].O[NH3+:3].[C:4](=[O:7])([O-])[OH:5].[Na+].CS(C)=O.[CH2:13]([C:17]1[N:18]([CH2:36][C:37]2[CH:42]=[CH:41][C:40]([C:43]3[C:44]([C:49]#[N:50])=[CH:45][CH:46]=[CH:47][CH:48]=3)=[CH:39][CH:38]=2)[C:19](=[O:35])[C:20]([C:24]2[CH:25]=[CH:26][C:27]3[O:31][C:30]([CH3:33])([CH3:32])[CH2:29][C:28]=3[CH:34]=2)=[C:21]([CH3:23])[N:22]=1)[CH2:14][CH2:15][CH3:16]. The catalyst is O. The product is [CH2:13]([C:17]1[N:18]([CH2:36][C:37]2[CH:38]=[CH:39][C:40]([C:43]3[CH:48]=[CH:47][CH:46]=[CH:45][C:44]=3[C:49]3[NH:3][C:4](=[O:7])[O:5][N:50]=3)=[CH:41][CH:42]=2)[C:19](=[O:35])[C:20]([C:24]2[CH:25]=[CH:26][C:27]3[O:31][C:30]([CH3:32])([CH3:33])[CH2:29][C:28]=3[CH:34]=2)=[C:21]([CH3:23])[N:22]=1)[CH2:14][CH2:15][CH3:16]. The yield is 0.850. (5) The reactants are [CH:1]([C:4]1[CH:9]=[CH:8][CH:7]=[C:6]([O:10][CH3:11])[CH:5]=1)([CH3:3])[CH3:2].[Br:12]N1C(=O)CCC1=O.O. The catalyst is C(Cl)(Cl)(Cl)Cl. The product is [Br:12][C:9]1[CH:8]=[CH:7][C:6]([O:10][CH3:11])=[CH:5][C:4]=1[CH:1]([CH3:3])[CH3:2]. The yield is 0.810. (6) The reactants are [C:1]1([CH3:30])[CH:6]=[CH:5][C:4]([CH2:7][CH2:8][NH:9][C:10]2[C:11](=[O:29])[N:12]([CH2:18][C:19]([O:21]CC3C=CC=CC=3)=[O:20])[C:13]([CH3:17])=[C:14](Cl)[N:15]=2)=[CH:3][CH:2]=1.[OH-].[K+].O. The catalyst is [Pd].O1CCCC1.CO. The product is [C:1]1([CH3:30])[CH:2]=[CH:3][C:4]([CH2:7][CH2:8][NH:9][C:10]2[C:11](=[O:29])[N:12]([CH2:18][C:19]([OH:21])=[O:20])[C:13]([CH3:17])=[CH:14][N:15]=2)=[CH:5][CH:6]=1. The yield is 0.227.